Dataset: Catalyst prediction with 721,799 reactions and 888 catalyst types from USPTO. Task: Predict which catalyst facilitates the given reaction. (1) Reactant: [F:1][C:2]1[CH:7]=[C:6]([O:8][CH2:9][C:10]2[CH:15]=[CH:14][C:13]([CH:16](O)[CH2:17][CH2:18][CH3:19])=[CH:12][CH:11]=2)[CH:5]=[CH:4][C:3]=1[CH2:21][CH2:22][C:23]([O:25][CH2:26][CH3:27])=[O:24].[SH:28][C:29]1[S:30][CH:31]=[C:32]([C:34]2[CH:39]=[CH:38][CH:37]=[CH:36][CH:35]=2)[N:33]=1.C1(P(C2C=CC=CC=2)C2C=CC=CC=2)C=CC=CC=1.N(C(OCC)=O)=NC(OCC)=O. Product: [F:1][C:2]1[CH:7]=[C:6]([O:8][CH2:9][C:10]2[CH:15]=[CH:14][C:13]([CH:16]([S:28][C:29]3[S:30][CH:31]=[C:32]([C:34]4[CH:39]=[CH:38][CH:37]=[CH:36][CH:35]=4)[N:33]=3)[CH2:17][CH2:18][CH3:19])=[CH:12][CH:11]=2)[CH:5]=[CH:4][C:3]=1[CH2:21][CH2:22][C:23]([O:25][CH2:26][CH3:27])=[O:24]. The catalyst class is: 11. (2) Reactant: [F:1][C:2]([F:13])([F:12])[C:3]1[CH:4]=[C:5](B(O)O)[CH:6]=[CH:7][CH:8]=1.P([O-])([O-])([O-])=O.[K+].[K+].[K+].C1(P(C2CCCCC2)C2C=CC=CC=2C2C(OC)=CC=CC=2OC)CCCCC1.Cl[C:52]1[C:57]([C:58]#[N:59])=[CH:56][C:55]([C:60]2[C:69]3[C:64](=[CH:65][C:66]([S:70]([NH:73][C:74]4[N:79]=[CH:78][CH:77]=[CH:76][N:75]=4)(=[O:72])=[O:71])=[CH:67][CH:68]=3)[CH:63]=[CH:62][N:61]=2)=[C:54]([O:80][CH3:81])[CH:53]=1. Product: [C:58]([C:57]1[CH:56]=[C:55]([C:60]2[C:69]3[C:64](=[CH:65][C:66]([S:70]([NH:73][C:74]4[N:75]=[CH:76][CH:77]=[CH:78][N:79]=4)(=[O:71])=[O:72])=[CH:67][CH:68]=3)[CH:63]=[CH:62][N:61]=2)[C:54]([O:80][CH3:81])=[CH:53][C:52]=1[C:5]1[CH:6]=[CH:7][CH:8]=[C:3]([C:2]([F:13])([F:12])[F:1])[CH:4]=1)#[N:59]. The catalyst class is: 127. (3) Reactant: [Cl:1][C:2]1[CH:7]=[CH:6][CH:5]=[CH:4][C:3]=1[CH:8]1[CH2:13][CH:12]([NH:14][C:15](=O)[C:16]2[CH:21]=[CH:20][CH:19]=[CH:18][N:17]=2)[C:11](=[O:23])[CH2:10][CH2:9]1.C([N+](CC)(CC)S(NC(=O)OC)(=O)=O)C. Product: [Cl:1][C:2]1[CH:7]=[CH:6][CH:5]=[CH:4][C:3]=1[CH:8]1[CH2:13][C:12]2[N:14]=[C:15]([C:16]3[CH:21]=[CH:20][CH:19]=[CH:18][N:17]=3)[O:23][C:11]=2[CH2:10][CH2:9]1. The catalyst class is: 7. (4) Reactant: [CH3:1][N:2]1[C:10]2[CH:9]=[CH:8][CH:7]=[C:6]([NH2:11])[C:5]=2[CH:4]=[N:3]1.[C:12](Cl)(Cl)=[O:13].C(NC(C)C)(C)C.[F:23][C:24]([F:38])([F:37])[C:25]1[CH:30]=[CH:29][N:28]=[C:27]([N:31]2[CH2:36][CH2:35][NH:34][CH2:33][CH2:32]2)[CH:26]=1. Product: [CH3:1][N:2]1[C:10]2[C:5](=[C:6]([NH:11][C:12]([N:34]3[CH2:35][CH2:36][N:31]([C:27]4[CH:26]=[C:25]([C:24]([F:38])([F:23])[F:37])[CH:30]=[CH:29][N:28]=4)[CH2:32][CH2:33]3)=[O:13])[CH:7]=[CH:8][CH:9]=2)[CH:4]=[N:3]1. The catalyst class is: 11. (5) Reactant: Cl[C:2]1[N:7]=[C:6]([CH3:8])[C:5]([CH:9]([CH2:14][CH2:15][CH3:16])[C:10]([O:12][CH3:13])=[O:11])=[C:4]([C:17]2[CH:22]=[CH:21][C:20]([CH3:23])=[CH:19][CH:18]=2)[N:3]=1.[NH:24]1[CH2:29][CH2:28][CH:27]([NH:30][C:31](=[O:38])[C:32]2[CH:37]=[CH:36][CH:35]=[CH:34][CH:33]=2)[CH2:26][CH2:25]1.C(N(CC)CC)C. Product: [C:31]([NH:30][CH:27]1[CH2:28][CH2:29][N:24]([C:2]2[N:7]=[C:6]([CH3:8])[C:5]([CH:9]([CH2:14][CH2:15][CH3:16])[C:10]([O:12][CH3:13])=[O:11])=[C:4]([C:17]3[CH:22]=[CH:21][C:20]([CH3:23])=[CH:19][CH:18]=3)[N:3]=2)[CH2:25][CH2:26]1)(=[O:38])[C:32]1[CH:33]=[CH:34][CH:35]=[CH:36][CH:37]=1. The catalyst class is: 685. (6) Reactant: [CH:1]([C:3]1[N:4]=[CH:5][C:6]([C:9]([O:11][CH3:12])=[O:10])=[N:7][CH:8]=1)=[O:2].[BH4-].[Na+].CO.Cl. Product: [OH:2][CH2:1][C:3]1[N:4]=[CH:5][C:6]([C:9]([O:11][CH3:12])=[O:10])=[N:7][CH:8]=1. The catalyst class is: 220.